Dataset: Full USPTO retrosynthesis dataset with 1.9M reactions from patents (1976-2016). Task: Predict the reactants needed to synthesize the given product. (1) Given the product [C:1]([O:5][C:6]([N:8]([CH2:19][CH2:20][C:21]1[CH:26]=[CH:25][C:24]([S:27]([C:30]2[CH:31]=[C:32]([CH2:36][CH2:37][C:38]([OH:40])=[O:39])[CH:33]=[CH:34][CH:35]=2)(=[O:29])=[O:28])=[CH:23][CH:22]=1)[CH2:9][C@@H:10]([C:12]1[CH:17]=[CH:16][CH:15]=[C:14]([Cl:18])[CH:13]=1)[OH:11])=[O:7])([CH3:4])([CH3:2])[CH3:3], predict the reactants needed to synthesize it. The reactants are: [C:1]([O:5][C:6]([N:8]([CH2:19][CH2:20][C:21]1[CH:26]=[CH:25][C:24]([S:27]([C:30]2[CH:31]=[C:32](/[CH:36]=[CH:37]/[C:38]([OH:40])=[O:39])[CH:33]=[CH:34][CH:35]=2)(=[O:29])=[O:28])=[CH:23][CH:22]=1)[CH2:9][C@@H:10]([C:12]1[CH:17]=[CH:16][CH:15]=[C:14]([Cl:18])[CH:13]=1)[OH:11])=[O:7])([CH3:4])([CH3:3])[CH3:2]. (2) Given the product [C:1]([O:5][C:6]([N:8]1[CH2:9][C@H:10]([CH2:29][O:30][S:40]([C:39]([F:52])([F:51])[F:38])(=[O:42])=[O:41])[N:11]([C:15]2[CH:20]=[CH:19][C:18]([O:21][CH2:22][C:23]3[CH:28]=[CH:27][CH:26]=[CH:25][CH:24]=3)=[CH:17][CH:16]=2)[C:12](=[O:14])[CH2:13]1)=[O:7])([CH3:4])([CH3:3])[CH3:2], predict the reactants needed to synthesize it. The reactants are: [C:1]([O:5][C:6]([N:8]1[CH2:13][C:12](=[O:14])[N:11]([C:15]2[CH:20]=[CH:19][C:18]([O:21][CH2:22][C:23]3[CH:28]=[CH:27][CH:26]=[CH:25][CH:24]=3)=[CH:17][CH:16]=2)[C@@H:10]([CH2:29][OH:30])[CH2:9]1)=[O:7])([CH3:4])([CH3:3])[CH3:2].C(N(CC)CC)C.[F:38][C:39]([F:52])([F:51])[S:40](O[S:40]([C:39]([F:52])([F:51])[F:38])(=[O:42])=[O:41])(=[O:42])=[O:41].O.